From a dataset of hERG potassium channel inhibition data for cardiac toxicity prediction from Karim et al.. Regression/Classification. Given a drug SMILES string, predict its toxicity properties. Task type varies by dataset: regression for continuous values (e.g., LD50, hERG inhibition percentage) or binary classification for toxic/non-toxic outcomes (e.g., AMES mutagenicity, cardiotoxicity, hepatotoxicity). Dataset: herg_karim. (1) The drug is O=C1C(c2cc(C(F)(F)F)cc(C(F)(F)F)c2)CCCN1C1(c2ccccc2)CCC(N2CCC3(CCOC3)CC2)CC1. The result is 1 (blocker). (2) The molecule is CC(C)CN(C[C@@H](O)[C@H](Cc1ccccc1)NC(=O)O[C@H]1CO[C@H]2OCC[C@@H]12)S(=O)(=O)c1ccc(N)cc1. The result is 0 (non-blocker). (3) The molecule is COc1ncc(OC)c2c(C(=O)C(=O)N3CCN(C(=O)c4ccccc4)CC3)c[nH]c12. The result is 0 (non-blocker). (4) The molecule is O=C(NCc1ccc(OC(F)(F)F)cc1)C1c2ccccc2C(=O)N1CCc1ncccn1. The result is 0 (non-blocker). (5) The compound is Cc1ncc(OC[C@@]2(c3ccc(F)c(F)c3)C[C@H]2C(=O)Nc2ccc(F)cn2)c(C)n1. The result is 1 (blocker). (6) The drug is Cc1onc(-c2ccccc2Cl)c1C(=O)N(C)c1ccc(Cl)cc1. The result is 0 (non-blocker). (7) The compound is [H]/N=C(/c1ccc(NC(=O)c2cc(C)nn2-c2cc3ccccc3cc2C#N)cc1)N1CCCC1. The result is 1 (blocker). (8) The result is 1 (blocker). The drug is Cc1cc(CC(C)(C)O)cc(Nc2cc(N[C@@H]3CCCC[C@@H]3N)cnc2C(N)=O)n1. (9) The molecule is COc1nccc(-c2c(-c3ccc(F)cc3)ncn2C2CCNCC2)n1. The result is 0 (non-blocker). (10) The result is 0 (non-blocker). The molecule is N#Cc1ccc(S(=O)(=O)NCCN2CC3CN(CCOc4ccc(F)cc4)CC(C2)O3)cc1.